Dataset: HIV replication inhibition screening data with 41,000+ compounds from the AIDS Antiviral Screen. Task: Binary Classification. Given a drug SMILES string, predict its activity (active/inactive) in a high-throughput screening assay against a specified biological target. (1) The drug is O=C(O)c1c2c(cc3c1CC(Cc1ccccc1)C3=O)CCC2. The result is 0 (inactive). (2) The drug is O=C1C=C2C=CC3CC2(O1)C1CCCN31. The result is 0 (inactive). (3) The drug is Cc1ccc([N+](=O)[O-])cc1C(C#N)=Cc1ccccc1. The result is 0 (inactive). (4) The compound is CCOC(=O)c1c(OCCCc2ccc(F)cc2)cc2ccc3ccccc3c2c1OCCCc1ccc(F)cc1. The result is 0 (inactive). (5) The compound is CCOC(=O)C(C)c1nc2cc(C(F)(F)F)ccc2nc1O. The result is 0 (inactive). (6) The compound is CC(N)=CC(=O)c1[nH]c(C(=O)O)cc1C1CCN(Cc2ccccc2)C1=O. The result is 0 (inactive).